From a dataset of Reaction yield outcomes from USPTO patents with 853,638 reactions. Predict the reaction yield, written as a fraction of the theoretical maximum amount of product (1.0 means a 100% yield; for example, 0.34 means a 34% yield). (1) The reactants are [N:1]1[CH:6]=[CH:5][C:4]([C:7]2[O:8][C:9]3([CH2:16][CH2:15][CH2:14][CH2:13]3)[C:10](=[O:12])[CH:11]=2)=[CH:3][CH:2]=1.C1C(=O)N([Br:24])C(=O)C1. The catalyst is C(Cl)(Cl)Cl.C(Cl)Cl. The product is [Br:24][C:11]1[C:10](=[O:12])[C:9]2([CH2:16][CH2:15][CH2:14][CH2:13]2)[O:8][C:7]=1[C:4]1[CH:5]=[CH:6][N:1]=[CH:2][CH:3]=1. The yield is 0.400. (2) The reactants are [CH3:1][C:2]1[N:3]=[C:4]2[C:13]3[CH2:12][CH:11]([C:14]4[CH:19]=[CH:18][CH:17]=[CH:16][CH:15]=4)[CH2:10][CH2:9][C:8]=3[C:7]([C:20]([OH:22])=O)=[CH:6][N:5]2[C:23]=1[CH3:24].[CH3:25][N:26](C(ON1N=NC2C=CC=CC1=2)=[N+](C)C)[CH3:27].[B-](F)(F)(F)F.CNC.[Cl-].[NH4+]. The catalyst is ClCCl.C1COCC1. The product is [CH3:25][N:26]([CH3:27])[C:20]([C:7]1[C:8]2[CH2:9][CH2:10][CH:11]([C:14]3[CH:19]=[CH:18][CH:17]=[CH:16][CH:15]=3)[CH2:12][C:13]=2[C:4]2=[N:3][C:2]([CH3:1])=[C:23]([CH3:24])[N:5]2[CH:6]=1)=[O:22]. The yield is 0.720. (3) The catalyst is CO. The product is [Br:1][C:2]1[CH:3]=[CH:4][C:5]([C:6]2[O:7][C:20](=[O:21])[C:9]3[C:8]=2[C:12](=[O:13])[NH:11][C:10]=3[C:14]2[CH:15]=[CH:16][CH:17]=[CH:18][CH:19]=2)=[CH:25][CH:26]=1. The reactants are [Br:1][C:2]1[CH:26]=[CH:25][C:5]([C:6]([CH:8]2[C:12](=[O:13])[NH:11][C:10]([C:14]3[CH:19]=[CH:18][CH:17]=[CH:16][CH:15]=3)=[C:9]2[C:20](OCC)=[O:21])=[O:7])=[CH:4][CH:3]=1. The yield is 0.940. (4) The product is [CH3:36][C:35]1[CH:37]=[CH:38][C:32]([S:29]([O:19][C@H:18]2[CH2:20][CH2:21][C@@:22]3([CH3:23])[C:16](=[CH:15][CH2:14][C@@H:13]4[C@@H:24]3[CH2:25][CH2:26][C@@:27]3([CH3:28])[C@H:12]4[CH2:11][CH2:10][C@@H:9]3[C@H:7]([CH3:8])[CH2:6][CH2:5][CH2:4][CH:2]([CH3:1])[CH3:3])[CH2:17]2)(=[O:31])=[O:30])=[CH:33][CH:34]=1. The yield is 0.870. The reactants are [CH3:1][CH:2]([CH2:4][CH2:5][CH2:6][C@H:7]([C@@H:9]1[C@:27]2([CH3:28])[C@H:12]([C@H:13]3[C@H:24]([CH2:25][CH2:26]2)[C@:22]2([CH3:23])[C:16]([CH2:17][C@H:18]([CH2:20][CH2:21]2)[OH:19])=[CH:15][CH2:14]3)[CH2:11][CH2:10]1)[CH3:8])[CH3:3].[S:29](Cl)([C:32]1[CH:38]=[CH:37][C:35]([CH3:36])=[CH:34][CH:33]=1)(=[O:31])=[O:30].C(Cl)Cl.CO. The catalyst is N1C=CC=CC=1. (5) The reactants are [NH2:1][C:2]1[CH:7]=[CH:6][CH:5]=[CH:4][C:3]=1[NH:8][C:9]([C:11]1[CH:15]=[C:14]([CH3:16])[N:13]([CH2:17][C:18]2[C:26]3[O:25][C:24]([CH:27]([CH3:29])[CH3:28])=[CH:23][C:22]=3[CH:21]=[C:20]([Cl:30])[CH:19]=2)[N:12]=1)=O. The catalyst is C(O)(=O)C. The product is [ClH:30].[Cl:30][C:20]1[CH:19]=[C:18]([CH2:17][N:13]2[C:14]([CH3:16])=[CH:15][C:11]([C:9]3[NH:8][C:3]4[CH:4]=[CH:5][CH:6]=[CH:7][C:2]=4[N:1]=3)=[N:12]2)[C:26]2[O:25][C:24]([CH:27]([CH3:29])[CH3:28])=[CH:23][C:22]=2[CH:21]=1. The yield is 0.620. (6) The product is [S:53]1[CH:57]=[CH:56][CH:55]=[C:54]1[C:58]([NH:8][CH2:9][CH2:10][CH:11]1[CH2:16][CH2:15][N:14]([C:17]2[C:18]3[S:25][C:24]([C:26]([NH2:28])=[O:27])=[CH:23][C:19]=3[N:20]=[CH:21][N:22]=2)[CH2:13][CH2:12]1)=[O:59]. The catalyst is CN(C)C=O. The reactants are FC(F)(F)C(O)=O.[NH2:8][CH2:9][CH2:10][CH:11]1[CH2:16][CH2:15][N:14]([C:17]2[C:18]3[S:25][C:24]([C:26]([NH2:28])=[O:27])=[CH:23][C:19]=3[N:20]=[CH:21][N:22]=2)[CH2:13][CH2:12]1.CN(C(ON1N=NC2C=CC=NC1=2)=[N+](C)C)C.F[P-](F)(F)(F)(F)F.[S:53]1[CH:57]=[CH:56][CH:55]=[C:54]1[C:58](O)=[O:59].CCN(C(C)C)C(C)C. The yield is 0.810.